Dataset: Catalyst prediction with 721,799 reactions and 888 catalyst types from USPTO. Task: Predict which catalyst facilitates the given reaction. (1) Reactant: [OH:1][C:2]1[CH:9]=[CH:8][C:5]([C:6]#[N:7])=[CH:4][C:3]=1[N+:10]([O-])=O.S([O-])([O-])(=O)=S.[Na+].[Na+]. Product: [NH2:10][C:3]1[CH:4]=[C:5]([CH:8]=[CH:9][C:2]=1[OH:1])[C:6]#[N:7]. The catalyst class is: 40. (2) Reactant: [O:1]([C:8]1[CH:9]=[CH:10][C:11]([NH:14][C:15]([NH2:17])=[S:16])=[N:12][CH:13]=1)[C:2]1[CH:7]=[CH:6][CH:5]=[CH:4][CH:3]=1.Cl[CH2:19][CH:20]=O. Product: [O:1]([C:8]1[CH:9]=[CH:10][C:11]([NH:14][C:15]2[S:16][CH:19]=[CH:20][N:17]=2)=[N:12][CH:13]=1)[C:2]1[CH:3]=[CH:4][CH:5]=[CH:6][CH:7]=1. The catalyst class is: 3. (3) Reactant: N(C(OC(C)C)=O)=NC(OC(C)C)=O.O[CH2:16][CH2:17][N:18]([CH3:32])[CH2:19][C:20]([NH:22][C:23]1[CH:28]=[CH:27][CH:26]=[C:25]([N+:29]([O-:31])=[O:30])[CH:24]=1)=O.C(P(CCCC)CCCC)CCC.Cl. Product: [CH3:32][N:18]1[CH2:19][CH2:20][N:22]([C:23]2[CH:28]=[CH:27][CH:26]=[C:25]([N+:29]([O-:31])=[O:30])[CH:24]=2)[CH2:16][CH2:17]1. The catalyst class is: 25. (4) Reactant: [CH3:1][NH:2][CH2:3][CH2:4][C:5]1[CH:10]=[CH:9][C:8]([N+:11]([O-])=O)=[CH:7][CH:6]=1. Product: [CH3:1][NH:2][CH2:3][CH2:4][C:5]1[CH:6]=[CH:7][C:8]([NH2:11])=[CH:9][CH:10]=1. The catalyst class is: 19.